From a dataset of Peptide-MHC class II binding affinity with 134,281 pairs from IEDB. Regression. Given a peptide amino acid sequence and an MHC pseudo amino acid sequence, predict their binding affinity value. This is MHC class II binding data. (1) The peptide sequence is GKIILVAVHVASGYI. The MHC is DRB1_0901 with pseudo-sequence DRB1_0901. The binding affinity (normalized) is 0.417. (2) The binding affinity (normalized) is 0.605. The peptide sequence is RMFSSTLRAAVPWYA. The MHC is H-2-IAb with pseudo-sequence H-2-IAb. (3) The peptide sequence is YAATAGTTVYGAFAA. The MHC is HLA-DQA10401-DQB10402 with pseudo-sequence HLA-DQA10401-DQB10402. The binding affinity (normalized) is 0.567. (4) The peptide sequence is YKKYFAATQFEPLAA. The MHC is HLA-DQA10101-DQB10501 with pseudo-sequence HLA-DQA10101-DQB10501. The binding affinity (normalized) is 0.503. (5) The peptide sequence is SQDLHLSWNLNGLQAY. The MHC is HLA-DQA10101-DQB10501 with pseudo-sequence HLA-DQA10101-DQB10501. The binding affinity (normalized) is 0.0818. (6) The peptide sequence is PEIWHHLSTLIKQPD. The MHC is H-2-IAb with pseudo-sequence H-2-IAb. The binding affinity (normalized) is 0.141. (7) The peptide sequence is PEVIPMFSALSEGATP. The MHC is DRB1_0101 with pseudo-sequence DRB1_0101. The binding affinity (normalized) is 0.689.